Dataset: Reaction yield outcomes from USPTO patents with 853,638 reactions. Task: Predict the reaction yield, written as a fraction of the theoretical maximum amount of product (1.0 means a 100% yield; for example, 0.34 means a 34% yield). (1) The reactants are [CH3:1][N:2]([CH3:19])[C:3]1[N:8]=[CH:7][N:6]=[C:5]([NH:9][C:10]2[CH:18]=[CH:17][C:13]([C:14]([OH:16])=[O:15])=[CH:12][CH:11]=2)[CH:4]=1.[Si](C=[N+]=[N-])(C)(C)[CH3:21]. The catalyst is C1(C)C=CC=CC=1.CO. The product is [CH3:21][O:15][C:14](=[O:16])[C:13]1[CH:17]=[CH:18][C:10]([NH:9][C:5]2[CH:4]=[C:3]([N:2]([CH3:19])[CH3:1])[N:8]=[CH:7][N:6]=2)=[CH:11][CH:12]=1. The yield is 0.650. (2) The reactants are [CH3:1][Mg]Br.C([O:6][CH2:7][CH3:8])C.C(OC[CH2:14][CH2:15][NH:16][C:17]([C:19]1[N:20]([CH2:29][C:30]2[CH:35]=[CH:34][CH:33]=[C:32]([O:36][C:37]([F:40])([F:39])[F:38])[CH:31]=2)[C:21]2[C:26]([CH:27]=1)=[CH:25][C:24]([Cl:28])=[CH:23][CH:22]=2)=[O:18])(C)C. The catalyst is C1COCC1. The product is [OH:6][C:7]([CH3:8])([CH3:1])[CH2:14][CH2:15][NH:16][C:17]([C:19]1[N:20]([CH2:29][C:30]2[CH:35]=[CH:34][CH:33]=[C:32]([O:36][C:37]([F:38])([F:40])[F:39])[CH:31]=2)[C:21]2[C:26]([CH:27]=1)=[CH:25][C:24]([Cl:28])=[CH:23][CH:22]=2)=[O:18]. The yield is 0.150. (3) The reactants are [Br:1][C:2]1[CH:3]=[CH:4][C:5]([O:10][CH2:11][CH:12]2[CH2:17][CH2:16][N:15]([CH2:18][C:19]([F:22])([CH3:21])[CH3:20])[CH2:14][CH2:13]2)=[C:6]([CH:9]=1)[CH:7]=[O:8].[BH4-].[Na+].O. The catalyst is C1COCC1. The product is [Br:1][C:2]1[CH:3]=[CH:4][C:5]([O:10][CH2:11][CH:12]2[CH2:13][CH2:14][N:15]([CH2:18][C:19]([F:22])([CH3:20])[CH3:21])[CH2:16][CH2:17]2)=[C:6]([CH2:7][OH:8])[CH:9]=1. The yield is 0.640. (4) The product is [CH3:1][C@H:2]1[O:7][S:6](=[O:17])(=[O:8])[N:5]([C:9]([O:11][C:12]([CH3:14])([CH3:13])[CH3:15])=[O:10])[CH2:4][CH2:3]1. The yield is 0.470. The reactants are [CH3:1][C@H:2]1[O:7][S:6](=[O:8])[N:5]([C:9]([O:11][C:12]([CH3:15])([CH3:14])[CH3:13])=[O:10])[CH2:4][CH2:3]1.I([O-])(=O)(=O)=[O:17].[Na+].Cl.CCOC(C)=O. The catalyst is C(#N)C.O. (5) The reactants are [C:1]([O:5][C:6]([N:8]1[CH2:13][CH2:12][C:11]2[C:14]([C:21]([F:24])([F:23])[F:22])=[N:15][N:16]([CH2:17][C:18]([OH:20])=O)[C:10]=2[CH2:9]1)=[O:7])([CH3:4])([CH3:3])[CH3:2].[Cl:25][C:26]1[CH:27]=[CH:28][C:29]([O:33][CH3:34])=[C:30]([NH2:32])[CH:31]=1.C1C=CC2N(O)N=NC=2C=1.C(N(CC)CC)C.CCN=C=NCCCN(C)C. The catalyst is ClCCl. The product is [Cl:25][C:26]1[CH:27]=[CH:28][C:29]([O:33][CH3:34])=[C:30]([NH:32][C:18](=[O:20])[CH2:17][N:16]2[C:10]3[CH2:9][N:8]([C:6]([O:5][C:1]([CH3:3])([CH3:4])[CH3:2])=[O:7])[CH2:13][CH2:12][C:11]=3[C:14]([C:21]([F:23])([F:22])[F:24])=[N:15]2)[CH:31]=1. The yield is 0.0470.